This data is from Full USPTO retrosynthesis dataset with 1.9M reactions from patents (1976-2016). The task is: Predict the reactants needed to synthesize the given product. (1) Given the product [N+:12]([C:8]1[CH:7]=[C:6]([C:5](=[CH:22][CH:19]2[CH2:20][CH2:21][O:16][CH2:17][CH2:18]2)[C:4]([O:3][CH2:1][CH3:2])=[O:15])[CH:11]=[CH:10][CH:9]=1)([O-:14])=[O:13], predict the reactants needed to synthesize it. The reactants are: [CH2:1]([O:3][C:4](=[O:15])[CH2:5][C:6]1[CH:11]=[CH:10][CH:9]=[C:8]([N+:12]([O-:14])=[O:13])[CH:7]=1)[CH3:2].[O:16]1[CH2:21][CH2:20][CH:19]([CH:22]=O)[CH2:18][CH2:17]1. (2) The reactants are: OC(CO)COC1C=CC(C=O)=CC=1.CC1C=CC(S(O[CH2:26][CH:27]([O:56]C2CCCCO2)[CH2:28][O:29][C:30]2[CH:35]=[CH:34][C:33]([C:36](=[O:55])[C:37]3[CH:42]=[CH:41][C:40]([O:43][CH2:44][CH:45]([O:48]C4CCCCO4)[CH2:46][Cl:47])=[CH:39][CH:38]=3)=[CH:32][CH:31]=2)(=O)=O)=CC=1.C1CCN2C(=NCCC2)CC1.[B-](F)(F)(F)[F:75].CCN([S+](F)F)CC. Given the product [Cl:47][CH2:46][CH:45]([OH:48])[CH2:44][O:43][C:40]1[CH:41]=[CH:42][C:37]([C:36]([C:33]2[CH:34]=[CH:35][C:30]([O:29][CH2:28][CH:27]([OH:56])[CH2:26][F:75])=[CH:31][CH:32]=2)=[O:55])=[CH:38][CH:39]=1, predict the reactants needed to synthesize it.